Predict the reaction yield, written as a fraction of the theoretical maximum amount of product (1.0 means a 100% yield; for example, 0.34 means a 34% yield). From a dataset of Reaction yield outcomes from USPTO patents with 853,638 reactions. (1) The reactants are [CH:1]([C@@H:14]1[CH2:20][C@@H:19]2[C@@H:17]([O:18]2)[CH2:16][O:15]1)([C:8]1[CH:13]=[CH:12][CH:11]=[CH:10][CH:9]=1)[C:2]1[CH:7]=[CH:6][CH:5]=[CH:4][CH:3]=1.CO.O.[N-:24]=[N+:25]=[N-:26].[Na+].[NH4+].[Cl-]. The catalyst is CCOCC. The product is [N:24]([C@@H:17]1[CH2:16][O:15][C@H:14]([CH:1]([C:8]2[CH:13]=[CH:12][CH:11]=[CH:10][CH:9]=2)[C:2]2[CH:7]=[CH:6][CH:5]=[CH:4][CH:3]=2)[CH2:20][C@H:19]1[OH:18])=[N+:25]=[N-:26]. The yield is 0.950. (2) The reactants are [C:1]([C:5]1[O:9][N:8]=[C:7]([NH:10][C:11]([NH:13][C:14]2[CH:19]=[CH:18][CH:17]=[C:16]([O:20][C:21]3[C:30]4[C:25](=[CH:26][C:27]([O:33][CH:34]5[CH2:39][CH2:38][NH:37][CH2:36][CH2:35]5)=[C:28]([O:31][CH3:32])[CH:29]=4)[N:24]=[CH:23][N:22]=3)[CH:15]=2)=[O:12])[CH:6]=1)([CH3:4])([CH3:3])[CH3:2].FC(F)(F)S(O[CH2:46][CH:47]([F:49])[F:48])(=O)=O.C(N(CC)C(C)C)(C)C. The catalyst is C(Cl)Cl. The product is [C:1]([C:5]1[O:9][N:8]=[C:7]([NH:10][C:11]([NH:13][C:14]2[CH:19]=[CH:18][CH:17]=[C:16]([O:20][C:21]3[C:30]4[C:25](=[CH:26][C:27]([O:33][CH:34]5[CH2:39][CH2:38][N:37]([CH2:46][CH:47]([F:49])[F:48])[CH2:36][CH2:35]5)=[C:28]([O:31][CH3:32])[CH:29]=4)[N:24]=[CH:23][N:22]=3)[CH:15]=2)=[O:12])[CH:6]=1)([CH3:4])([CH3:2])[CH3:3]. The yield is 0.0400.